From a dataset of Catalyst prediction with 721,799 reactions and 888 catalyst types from USPTO. Predict which catalyst facilitates the given reaction. (1) Product: [Br:6][C:7]1[CH:8]=[C:9]([CH:12]=[O:13])[S:10][C:11]=1[N+:1]([O-:4])=[O:2]. Reactant: [N+:1]([O-:4])([O-])=[O:2].[K+].[Br:6][C:7]1[CH:8]=[C:9]([CH:12]=[O:13])[S:10][CH:11]=1.C(Cl)Cl. The catalyst class is: 82. (2) Reactant: O=[C:2]1[CH2:7][CH2:6][N:5]([C:8]([C@@H:10]2[CH2:15][CH2:14][CH2:13][CH2:12][N:11]2[C:16]([O:18][C:19]([CH3:22])([CH3:21])[CH3:20])=[O:17])=[O:9])[CH2:4][CH2:3]1.C(O[BH-](OC(=O)C)OC(=O)C)(=O)C.[Na+].[Cl:37][C:38]1[CH:43]=[CH:42][C:41]([CH2:44][C@@H:45]([NH2:66])[C:46]([N:48]2[CH2:53][CH2:52][C:51]([CH:60]3[CH2:65][CH2:64][CH2:63][CH2:62][CH2:61]3)([CH2:54][N:55]3[CH:59]=[N:58][CH:57]=[N:56]3)[CH2:50][CH2:49]2)=[O:47])=[CH:40][CH:39]=1. Product: [Cl:37][C:38]1[CH:39]=[CH:40][C:41]([CH2:44][C@@H:45]([NH:66][CH:2]2[CH2:7][CH2:6][N:5]([C:8]([C@@H:10]3[CH2:15][CH2:14][CH2:13][CH2:12][N:11]3[C:16]([O:18][C:19]([CH3:22])([CH3:21])[CH3:20])=[O:17])=[O:9])[CH2:4][CH2:3]2)[C:46]([N:48]2[CH2:49][CH2:50][C:51]([CH:60]3[CH2:61][CH2:62][CH2:63][CH2:64][CH2:65]3)([CH2:54][N:55]3[CH:59]=[N:58][CH:57]=[N:56]3)[CH2:52][CH2:53]2)=[O:47])=[CH:42][CH:43]=1. The catalyst class is: 4. (3) Reactant: [NH2:1][C:2]1[N:7]=[C:6]([C:8]2[O:9][CH:10]=[CH:11][CH:12]=2)[C:5]([C:13]#[N:14])=[C:4](S(C)=O)[N:3]=1.[OH:18][CH2:19][CH2:20][C:21]1[CH:26]=[CH:25][CH:24]=[CH:23][N:22]=1.C1CCN2C(=NCCC2)CC1. Product: [NH2:1][C:2]1[N:7]=[C:6]([C:8]2[O:9][CH:10]=[CH:11][CH:12]=2)[C:5]([C:13]#[N:14])=[C:4]([O:18][CH2:19][CH2:20][C:21]2[CH:26]=[CH:25][CH:24]=[CH:23][N:22]=2)[N:3]=1. The catalyst class is: 57. (4) Reactant: Br[C:2]1[CH:3]=[C:4]2[C:10]([C:11]3[CH:12]=[N:13][N:14]([CH2:16][C:17]4[CH:22]=[CH:21][CH:20]=[C:19]([F:23])[CH:18]=4)[CH:15]=3)=[CH:9][N:8]([S:24]([C:27]3[CH:33]=[CH:32][C:30]([CH3:31])=[CH:29][CH:28]=3)(=[O:26])=[O:25])[C:5]2=[N:6][CH:7]=1.[F:34][C:35]1[CH:36]=[C:37]([N:50]2[CH2:55][CH2:54][N:53]([C:56]([O:58][C:59]([CH3:62])([CH3:61])[CH3:60])=[O:57])[CH2:52][CH2:51]2)[CH:38]=[CH:39][C:40]=1B1OC(C)(C)C(C)(C)O1.C(=O)([O-])[O-].[Na+].[Na+]. Product: [F:34][C:35]1[CH:36]=[C:37]([N:50]2[CH2:55][CH2:54][N:53]([C:56]([O:58][C:59]([CH3:62])([CH3:61])[CH3:60])=[O:57])[CH2:52][CH2:51]2)[CH:38]=[CH:39][C:40]=1[C:2]1[CH:3]=[C:4]2[C:10]([C:11]3[CH:12]=[N:13][N:14]([CH2:16][C:17]4[CH:22]=[CH:21][CH:20]=[C:19]([F:23])[CH:18]=4)[CH:15]=3)=[CH:9][N:8]([S:24]([C:27]3[CH:28]=[CH:29][C:30]([CH3:31])=[CH:32][CH:33]=3)(=[O:25])=[O:26])[C:5]2=[N:6][CH:7]=1. The catalyst class is: 600.